Dataset: Experimentally validated miRNA-target interactions with 360,000+ pairs, plus equal number of negative samples. Task: Binary Classification. Given a miRNA mature sequence and a target amino acid sequence, predict their likelihood of interaction. (1) The miRNA is hsa-miR-4999-5p with sequence UGCUGUAUUGUCAGGUAGUGA. The protein sequence of the target gene is MFSFEGDFKTRPKVSLGGASRKEEKASLLHRTQEERRKREEERRRLKNAVIIQSFIRGYRDRKQQYFIQRSAFDQCTDSAQPGGTFCLADGPNLTLLVRQLLFFYKQSEDSKRLIWLYQNLIKHSSLFVKQLDGSERLTCLFQIKRLMSLCCRLLQNCSDDSLNVALPMRMLEVFTSENTYLPVLQDSSYVVSVIEQILHYMVHSGYYRSLYLLINSKLPSSIEYSDLSRVPIAKILLENVLKPLHFTYSSCPEASRHQVFSAFTEEFLGAPFTDQIFHFVIPAFADAQTVFPYEPFLNA.... Result: 0 (no interaction). (2) The miRNA is hsa-miR-6776-5p with sequence UCUGGGUGCAGUGGGGGUU. The protein sequence of the target gene is MEEERGSALAAESALEKNVAELTVMDVYDIASLVGHEFERVIDQHGCEAIARLMPKVVRVLEILEVLVSRHHVAPELDELRLELDRLRLERMDRIEKERKHQKELELVEDVWRGEAQDLLSQIAQLQEENKQLMTNLSHKDVNFSEEEFQKHEGMSERERQVMKKLKEVVDKQRDEIRAKDRELGLKNEDVEALQQQQTRLMKINHDLRHRVTVVEAQGKALIEQKVELEADLQTKEQEMGSLRAELGKLRERLQGEHSQNGEEEPETEPVGEESISDAEKVAMDLKDPNRPRFTLQELR.... Result: 1 (interaction). (3) The miRNA is hsa-miR-1255b-5p with sequence CGGAUGAGCAAAGAAAGUGGUU. The protein sequence of the target gene is MLFLGMLKQVVNGTAQSKASSCRKLVLPLKFLGTSQHRIPADANFHSTSISEAEPPRVLITGGLGQLGVGLANLLRKRFGKDNVILSDIRKPPAHVFHSGPFVYANILDYKSLREIVVNHRISWLFHYSALLSAVGEANVSLARDVNITGLHNVLDVAAEYNVRLFVPSTIGAFGPTSPRNPAPDLCIQRPRTIYGVSKVHTELMGEYYYYRYGLDFRCLRYPGIISADSQPGGGTTDYAVQIFHAAAKNGTFECNLEAGTRLPMMYISDCLRATLEVMEAPAERLSMRTYNISAMSFTP.... Result: 0 (no interaction).